This data is from Catalyst prediction with 721,799 reactions and 888 catalyst types from USPTO. The task is: Predict which catalyst facilitates the given reaction. (1) Product: [CH3:45][O:44][CH2:43][CH2:42][O:41][C:39]1[CH:38]=[CH:37][N:36]2[C:32]([C:29]3[CH:28]=[CH:27][C:26]4[C:31](=[C:22]([O:21][C@H:18]5[CH2:19][CH2:20][NH:15][CH2:16][C@H:17]5[OH:46])[CH:23]=[CH:24][CH:25]=4)[N:30]=3)=[CH:33][N:34]=[C:35]2[CH:40]=1. Reactant: C1C2C(=CC=CC=2)C=CC=1COC([N:15]1[CH2:20][CH2:19][C@H:18]([O:21][C:22]2[CH:23]=[CH:24][CH:25]=[C:26]3[C:31]=2[N:30]=[C:29]([C:32]2[N:36]4[CH:37]=[CH:38][C:39]([O:41][CH2:42][CH2:43][O:44][CH3:45])=[CH:40][C:35]4=[N:34][CH:33]=2)[CH:28]=[CH:27]3)[C@H:17]([OH:46])[CH2:16]1)=O. The catalyst class is: 50. (2) Reactant: [CH:1]1([C:4]2[N:8]([C:9]([O:11][C:12]([CH3:15])([CH3:14])[CH3:13])=[O:10])[C:7]3[CH:16]=[C:17]([C:29]4[C:30]([CH3:35])=[N:31][O:32][C:33]=4[CH3:34])[CH:18]=[C:19]([CH:20]([OH:28])[C@@H:21]4[CH2:27][CH2:26][C:23]5([CH2:25][CH2:24]5)[O:22]4)[C:6]=3[N:5]=2)[CH2:3][CH2:2]1.CC(OI1(OC(C)=O)(OC(C)=O)OC(=O)C2C=CC=CC1=2)=O. Product: [CH:1]1([C:4]2[N:8]([C:9]([O:11][C:12]([CH3:13])([CH3:14])[CH3:15])=[O:10])[C:7]3[CH:16]=[C:17]([C:29]4[C:30]([CH3:35])=[N:31][O:32][C:33]=4[CH3:34])[CH:18]=[C:19]([C:20]([C@@H:21]4[CH2:27][CH2:26][C:23]5([CH2:24][CH2:25]5)[O:22]4)=[O:28])[C:6]=3[N:5]=2)[CH2:2][CH2:3]1. The catalyst class is: 2. (3) Reactant: [Si]([O:8][CH2:9][CH2:10][CH2:11][CH2:12][C@:13]([C@@H:22]1[CH2:27][CH2:26][CH2:25][N:24]([C:28]([O:30][C:31]([CH3:34])([CH3:33])[CH3:32])=[O:29])[CH2:23]1)([C:15]1[CH:20]=[CH:19][CH:18]=[C:17]([Cl:21])[CH:16]=1)[OH:14])(C(C)(C)C)(C)C.[F-].C([N+](CCCC)(CCCC)CCCC)CCC. Product: [Cl:21][C:17]1[CH:16]=[C:15]([C@:13]([C@@H:22]2[CH2:27][CH2:26][CH2:25][N:24]([C:28]([O:30][C:31]([CH3:34])([CH3:33])[CH3:32])=[O:29])[CH2:23]2)([OH:14])[CH2:12][CH2:11][CH2:10][CH2:9][OH:8])[CH:20]=[CH:19][CH:18]=1. The catalyst class is: 23. (4) Reactant: [Li+].C[Si]([N-:6][Si](C)(C)C)(C)C.[CH3:11][O:12][C:13]1[CH:20]=[CH:19][CH:18]=[CH:17][C:14]=1[C:15]#[N:16]. Product: [CH3:11][O:12][C:13]1[CH:20]=[CH:19][CH:18]=[CH:17][C:14]=1[C:15](=[NH:6])[NH2:16]. The catalyst class is: 28. (5) Reactant: [C:1]([C:3]1[CH:8]=[CH:7][C:6]([CH:9]2[CH2:14][CH2:13][N:12]([C:15]([C:17]3[CH:18]=[CH:19][C:20]([CH3:50])=[C:21]([N:23]([C:43]([O:45][C:46]([CH3:49])([CH3:48])[CH3:47])=[O:44])[S:24]([CH:27]4[CH2:32][CH2:31][N:30](C(OCC5C=CC=CC=5)=O)[CH2:29][CH2:28]4)(=[O:26])=[O:25])[CH:22]=3)=[O:16])[CH2:11][CH2:10]2)=[CH:5][CH:4]=1)#[N:2].[H][H]. Product: [C:1]([C:3]1[CH:8]=[CH:7][C:6]([CH:9]2[CH2:10][CH2:11][N:12]([C:15]([C:17]3[CH:18]=[CH:19][C:20]([CH3:50])=[C:21]([N:23]([S:24]([CH:27]4[CH2:32][CH2:31][NH:30][CH2:29][CH2:28]4)(=[O:25])=[O:26])[C:43](=[O:44])[O:45][C:46]([CH3:49])([CH3:48])[CH3:47])[CH:22]=3)=[O:16])[CH2:13][CH2:14]2)=[CH:5][CH:4]=1)#[N:2]. The catalyst class is: 99.